Dataset: Full USPTO retrosynthesis dataset with 1.9M reactions from patents (1976-2016). Task: Predict the reactants needed to synthesize the given product. (1) Given the product [C:1]([C:5]1[CH:10]=[CH:9][CH:8]=[CH:7][C:6]=1[N:11]1[CH2:12][CH2:13][N:14]([C:17]([NH:19][C:20]2[CH:21]=[CH:22][C:23]([O:24][CH2:25][C:26]([OH:28])=[O:27])=[CH:30][CH:31]=2)=[O:18])[CH2:15][CH2:16]1)([CH3:4])([CH3:2])[CH3:3], predict the reactants needed to synthesize it. The reactants are: [C:1]([C:5]1[CH:10]=[CH:9][CH:8]=[CH:7][C:6]=1[N:11]1[CH2:16][CH2:15][N:14]([C:17]([NH:19][C:20]2[CH:31]=[CH:30][C:23]([O:24][CH2:25][C:26]([O:28]C)=[O:27])=[CH:22][CH:21]=2)=[O:18])[CH2:13][CH2:12]1)([CH3:4])([CH3:3])[CH3:2].[OH-].[Li+].Cl. (2) The reactants are: [NH:1]1[CH2:11][CH2:10][CH:4]([C:5]([O:7][CH2:8][CH3:9])=[O:6])[CH2:3][CH2:2]1.C(=O)([O-])[O-].[K+].[K+].[CH2:18](Br)[C:19]1[CH:24]=[CH:23][CH:22]=[CH:21][CH:20]=1. Given the product [CH2:18]([C:4]1([C:5]([O:7][CH2:8][CH3:9])=[O:6])[CH2:3][CH2:2][NH:1][CH2:11][CH2:10]1)[C:19]1[CH:24]=[CH:23][CH:22]=[CH:21][CH:20]=1, predict the reactants needed to synthesize it.